From a dataset of Full USPTO retrosynthesis dataset with 1.9M reactions from patents (1976-2016). Predict the reactants needed to synthesize the given product. (1) Given the product [F:42][C:20]1[CH:19]=[C:18]([CH:23]=[CH:22][C:21]=1[C:24]1[S:25][C:26]2[C:31]([N:32]=1)=[CH:30][CH:29]=[C:28]([C:33]1([C:36]3[CH:37]=[CH:38][CH:39]=[CH:40][CH:41]=3)[CH2:34][CH2:35]1)[N:27]=2)[CH2:17][N:1]1[CH:5]=[CH:4][C:3]([C:6]([O:8][CH2:9][CH3:10])=[O:7])=[N:2]1.[F:42][C:20]1[CH:19]=[C:18]([CH:23]=[CH:22][C:21]=1[C:24]1[S:25][C:26]2[C:31]([N:32]=1)=[CH:30][CH:29]=[C:28]([C:33]1([C:36]3[CH:37]=[CH:38][CH:39]=[CH:40][CH:41]=3)[CH2:34][CH2:35]1)[N:27]=2)[CH2:17][N:2]1[C:3]([C:6]([O:8][CH2:9][CH3:10])=[O:7])=[CH:4][CH:5]=[N:1]1, predict the reactants needed to synthesize it. The reactants are: [N:1]1[CH2:5][CH:4]=[C:3]([C:6]([O:8][CH2:9][CH3:10])=[O:7])[N:2]=1.CC(C)([O-])C.Br[CH2:17][C:18]1[CH:23]=[CH:22][C:21]([C:24]2[S:25][C:26]3[C:31]([N:32]=2)=[CH:30][CH:29]=[C:28]([C:33]2([C:36]4[CH:41]=[CH:40][CH:39]=[CH:38][CH:37]=4)[CH2:35][CH2:34]2)[N:27]=3)=[C:20]([F:42])[CH:19]=1. (2) Given the product [N:10]1[C:11]2[C:6](=[CH:5][CH:4]=[C:3]3[C:2]=2[N:1]=[CH:18][CH:17]=[CH:12]3)[CH:7]=[CH:8][CH:9]=1, predict the reactants needed to synthesize it. The reactants are: [NH2:1][C:2]1[C:3]([CH:12]=O)=[CH:4][CH:5]=[C:6]2[C:11]=1[N:10]=[CH:9][CH:8]=[CH:7]2.[OH-].[K+].O1CCO[CH2:18][CH2:17]1. (3) Given the product [Cl:1][C:2]1[CH:25]=[CH:24][CH:23]=[CH:22][C:3]=1[O:4][C:5]1[CH:14]=[C:13]2[C:8]([C:9]([OH:21])=[C:10]([C:17]([NH:26][CH2:27][C:28]([CH3:35])([CH3:34])[C:29]([O:31][CH2:32][CH3:33])=[O:30])=[O:18])[N:11]=[C:12]2[C:15]#[N:16])=[CH:7][CH:6]=1, predict the reactants needed to synthesize it. The reactants are: [Cl:1][C:2]1[CH:25]=[CH:24][CH:23]=[CH:22][C:3]=1[O:4][C:5]1[CH:14]=[C:13]2[C:8]([C:9]([OH:21])=[C:10]([C:17](OC)=[O:18])[N:11]=[C:12]2[C:15]#[N:16])=[CH:7][CH:6]=1.[NH2:26][CH2:27][C:28]([CH3:35])([CH3:34])[C:29]([O:31][CH2:32][CH3:33])=[O:30].